Dataset: Full USPTO retrosynthesis dataset with 1.9M reactions from patents (1976-2016). Task: Predict the reactants needed to synthesize the given product. (1) Given the product [CH3:27][C:25]1[CH:24]=[C:23]([C:28]2[CH:29]=[N:30][C:31]([C:34]([F:36])([F:37])[F:35])=[CH:32][CH:33]=2)[N:22]=[C:21]([C:19]2[CH:18]=[CH:17][N:16]=[C:15]([C:11]3[CH:10]=[C:9]([S:6]([NH2:5])(=[O:8])=[O:7])[CH:14]=[CH:13][CH:12]=3)[CH:20]=2)[N:26]=1, predict the reactants needed to synthesize it. The reactants are: C([NH:5][S:6]([C:9]1[CH:14]=[CH:13][CH:12]=[C:11]([C:15]2[CH:20]=[C:19]([C:21]3[N:26]=[C:25]([CH3:27])[CH:24]=[C:23]([C:28]4[CH:29]=[N:30][C:31]([C:34]([F:37])([F:36])[F:35])=[CH:32][CH:33]=4)[N:22]=3)[CH:18]=[CH:17][N:16]=2)[CH:10]=1)(=[O:8])=[O:7])(C)(C)C.C(O)(C(F)(F)F)=O. (2) Given the product [C:2]1([C:1]2[C:9]3[CH:13]=[CH:12][O:11][C:10]=3[C:14]([OH:16])=[N:18][N:17]=2)[CH:7]=[CH:6][CH:5]=[CH:4][CH:3]=1, predict the reactants needed to synthesize it. The reactants are: [C:1]([C:9]1[CH:13]=[CH:12][O:11][C:10]=1[C:14]([OH:16])=O)(=O)[C:2]1[CH:7]=[CH:6][CH:5]=[CH:4][CH:3]=1.[NH2:17][NH2:18]. (3) The reactants are: Cl[C:2]1[C:7]([C:8]([F:11])([F:10])[F:9])=[CH:6][N:5]=[C:4]([NH:12][C:13]2[CH:27]=[CH:26][C:16]([CH2:17][P:18](=[O:25])([O:22][CH2:23][CH3:24])[O:19][CH2:20][CH3:21])=[CH:15][C:14]=2[O:28][CH3:29])[N:3]=1.[NH2:30][C:31]1[CH:32]=[CH:33][CH:34]=[C:35]2[C:39]=1[C:38](=[O:40])[N:37]([CH3:41])[C:36]2([CH3:43])[CH3:42]. Given the product [CH3:29][O:28][C:14]1[CH:15]=[C:16]([CH:26]=[CH:27][C:13]=1[NH:12][C:4]1[N:3]=[C:2]([NH:30][C:31]2[CH:32]=[CH:33][CH:34]=[C:35]3[C:39]=2[C:38](=[O:40])[N:37]([CH3:41])[C:36]3([CH3:42])[CH3:43])[C:7]([C:8]([F:11])([F:10])[F:9])=[CH:6][N:5]=1)[CH2:17][P:18](=[O:25])([O:22][CH2:23][CH3:24])[O:19][CH2:20][CH3:21], predict the reactants needed to synthesize it. (4) Given the product [CH3:1][O:2][C:3]([C:5]1[CH:10]=[N:9][C:8]([Br:27])=[C:7]([C:12]2[CH:17]=[CH:16][C:15]([Cl:18])=[CH:14][CH:13]=2)[N:6]=1)=[O:4], predict the reactants needed to synthesize it. The reactants are: [CH3:1][O:2][C:3]([C:5]1[CH:10]=[N:9][C:8](N)=[C:7]([C:12]2[CH:17]=[CH:16][C:15]([Cl:18])=[CH:14][CH:13]=2)[N:6]=1)=[O:4].C(ON=O)CC(C)C.[Br:27]CBr.C[Si](C)(C)Br. (5) Given the product [O:1]1[CH:5]=[CH:4][N:3]=[C:2]1[C:6]1[CH:11]=[CH:10][C:9]([N:12]2[CH2:17][CH2:16][CH2:15][C@H:14]([NH:18][C@@H:19]3[CH2:24][CH2:23][CH2:22][CH2:21][C@H:20]3[NH:25][C:26](=[O:35])[O:27][CH2:28][C:29]3[CH:34]=[CH:33][CH:32]=[CH:31][CH:30]=3)[CH2:13]2)=[CH:8][CH:7]=1, predict the reactants needed to synthesize it. The reactants are: [O:1]1[CH:5]=[CH:4][N:3]=[C:2]1[C:6]1[CH:11]=[CH:10][C:9]([N:12]2[CH2:17][CH2:16][CH2:15][CH:14]([NH:18][C@@H:19]3[CH2:24][CH2:23][CH2:22][CH2:21][C@H:20]3[NH2:25])[CH2:13]2)=[CH:8][CH:7]=1.[C:26](=O)([O:35]N1C(=O)CCC1=O)[O:27][CH2:28][C:29]1[CH:34]=[CH:33][CH:32]=[CH:31][CH:30]=1. (6) Given the product [Br:16][C:6]1[C:7]([C:10]2[CH:15]=[CH:14][CH:13]=[CH:12][CH:11]=2)=[N:8][NH:9][C:5]=1[CH2:4][CH2:3][O:2][CH3:1], predict the reactants needed to synthesize it. The reactants are: [CH3:1][O:2][CH2:3][CH2:4][C:5]1[NH:9][N:8]=[C:7]([C:10]2[CH:15]=[CH:14][CH:13]=[CH:12][CH:11]=2)[CH:6]=1.[Br:16]Br. (7) Given the product [CH2:24]([N:31]1[CH:39]=[C:38]2[C:33]([CH:34]=[C:35]([C:8]3[CH:9]=[C:10]([CH:11]4[CH2:16][CH2:15][CH2:14][CH2:13][NH:12]4)[N:6]4[C:7]=3[C:2]([NH2:1])=[N:3][CH:4]=[N:5]4)[CH:36]=[CH:37]2)=[N:32]1)[C:25]1[CH:30]=[CH:29][CH:28]=[CH:27][CH:26]=1, predict the reactants needed to synthesize it. The reactants are: [NH2:1][C:2]1[C:7]2=[CH:8][CH:9]=[C:10]([CH:11]3[CH2:16][CH2:15][CH2:14][CH2:13][N:12]3C(OC(C)(C)C)=O)[N:6]2[N:5]=[CH:4][N:3]=1.[CH2:24]([N:31]1[CH:39]=[C:38]2[C:33]([CH:34]=[C:35](B3OC(C)(C)C(C)(C)O3)[CH:36]=[CH:37]2)=[N:32]1)[C:25]1[CH:30]=[CH:29][CH:28]=[CH:27][CH:26]=1. (8) Given the product [CH2:1]([O:3][C:4](=[O:58])[CH2:5][N:6]([C:8](=[O:57])[C@@H:9]([NH:25][C:26](=[O:56])[C@@H:27]([NH:52][C:53](=[O:55])[CH3:54])[CH2:28][CH2:29][CH2:30][NH:31]/[C:32](/[NH2:51])=[N:33]\[S:34]([C:37]1[C:38]([CH3:50])=[C:39]([CH3:49])[C:40]2[O:44][C:43]([CH3:46])([CH3:45])[CH2:42][C:41]=2[C:47]=1[CH3:48])(=[O:36])=[O:35])[CH2:10][NH:11][CH3:24])[CH3:7])[CH3:2], predict the reactants needed to synthesize it. The reactants are: [CH2:1]([O:3][C:4](=[O:58])[CH2:5][N:6]([C:8](=[O:57])[C@@H:9]([NH:25][C:26](=[O:56])[C@@H:27]([NH:52][C:53](=[O:55])[CH3:54])[CH2:28][CH2:29][CH2:30][NH:31]/[C:32](/[NH2:51])=[N:33]\[S:34]([C:37]1[C:38]([CH3:50])=[C:39]([CH3:49])[C:40]2[O:44][C:43]([CH3:46])([CH3:45])[CH2:42][C:41]=2[C:47]=1[CH3:48])(=[O:36])=[O:35])[CH2:10][N:11]([CH3:24])S(C1C=CC=CC=1[N+]([O-])=O)(=O)=O)[CH3:7])[CH3:2].C([O-])([O-])=O.[K+].[K+].SCC(CO)O.